From a dataset of Full USPTO retrosynthesis dataset with 1.9M reactions from patents (1976-2016). Predict the reactants needed to synthesize the given product. (1) Given the product [CH3:27][O:26][C:23]1[CH:24]=[CH:25][C:20]([NH:19][C:15]2[N:14]=[C:13]([C:9]3[S:8][C:7]([NH:6][C:4](=[O:5])[CH2:3][CH2:2][N:32]4[CH2:33][CH2:34][N:29]([CH3:28])[CH2:30][CH2:31]4)=[N:11][C:10]=3[CH3:12])[CH:18]=[CH:17][N:16]=2)=[CH:21][CH:22]=1, predict the reactants needed to synthesize it. The reactants are: Br[CH2:2][CH2:3][C:4]([NH:6][C:7]1[S:8][C:9]([C:13]2[CH:18]=[CH:17][N:16]=[C:15]([NH:19][C:20]3[CH:25]=[CH:24][C:23]([O:26][CH3:27])=[CH:22][CH:21]=3)[N:14]=2)=[C:10]([CH3:12])[N:11]=1)=[O:5].[CH3:28][N:29]1[CH2:34][CH2:33][NH:32][CH2:31][CH2:30]1. (2) Given the product [F:10][CH:9]([F:11])[O:8][C:5]1[CH:6]=[CH:7][C:2]([C:19]#[C:18][Si:15]([CH3:17])([CH3:16])[CH3:14])=[CH:3][C:4]=1[CH2:12][CH3:13], predict the reactants needed to synthesize it. The reactants are: Br[C:2]1[CH:7]=[CH:6][C:5]([O:8][CH:9]([F:11])[F:10])=[C:4]([CH2:12][CH3:13])[CH:3]=1.[CH3:14][Si:15]([C:18]#[CH:19])([CH3:17])[CH3:16]. (3) The reactants are: [OH:1][C:2]1[CH:3]=[C:4]([CH2:8][C:9]([OH:11])=O)[CH:5]=[CH:6][CH:7]=1.O.ON1C2C=CC=CC=2N=N1.Cl.CN(C)CCCN=C=NCC.[Cl:35][C:36]1[CH:37]=[C:38]([CH:40]=[CH:41][C:42]=1[Cl:43])[NH2:39]. Given the product [Cl:35][C:36]1[CH:37]=[C:38]([NH:39][C:9](=[O:11])[CH2:8][C:4]2[CH:5]=[CH:6][CH:7]=[C:2]([OH:1])[CH:3]=2)[CH:40]=[CH:41][C:42]=1[Cl:43], predict the reactants needed to synthesize it. (4) Given the product [CH3:1][CH2:2][C@H:3]1[O:18][C:16](=[O:17])[C@H:15]([CH3:19])[C@@H:14]([O:20][C@@H:21]2[O:26][C@@H:25]([CH3:27])[C@H:24]([OH:28])[C@@:23]([O:30][CH3:31])([CH3:29])[CH2:22]2)[C@H:13]([CH3:32])[C@@H:12]([O:33][C@@H:34]2[O:39][C@H:38]([CH3:40])[CH2:37][C@H:36]([N:41]([CH3:43])[CH3:42])[C@H:35]2[OH:44])[C@@:11]([OH:46])([CH3:45])[CH2:10][C@@H:9]([CH3:47])[CH2:8][N:7]([CH3:52])[C@H:6]([CH3:48])[C@@H:5]([OH:49])[C@@:4]1([OH:51])[CH3:50], predict the reactants needed to synthesize it. The reactants are: [CH3:1][CH2:2][C@H:3]1[O:18][C:16](=[O:17])[C@H:15]([CH3:19])[C@@H:14]([O:20][C@@H:21]2[O:26][C@@H:25]([CH3:27])[C@H:24]([OH:28])[C@@:23]([O:30][CH3:31])([CH3:29])[CH2:22]2)[C@H:13]([CH3:32])[C@@H:12]([O:33][C@@H:34]2[O:39][C@H:38]([CH3:40])[CH2:37][C@H:36]([N:41]([CH3:43])[CH3:42])[C@H:35]2[OH:44])[C@@:11]([OH:46])([CH3:45])[CH2:10][C@@H:9]([CH3:47])[CH2:8][NH:7][C@H:6]([CH3:48])[C@@H:5]([OH:49])[C@@:4]1([OH:51])[CH3:50].[CH:52](O)=O.C=O.[OH-].[Na+]. (5) Given the product [N:24]([CH2:6][CH2:7][O:8][CH2:9][CH2:10][O:11][CH2:12][CH2:13][O:14][CH2:15][C:16]1[CH:21]=[CH:20][C:19]([O:22][CH3:23])=[CH:18][CH:17]=1)=[N+:25]=[N-:26], predict the reactants needed to synthesize it. The reactants are: CS(O[CH2:6][CH2:7][O:8][CH2:9][CH2:10][O:11][CH2:12][CH2:13][O:14][CH2:15][C:16]1[CH:21]=[CH:20][C:19]([O:22][CH3:23])=[CH:18][CH:17]=1)(=O)=O.[N-:24]=[N+:25]=[N-:26].[Na+]. (6) Given the product [Cl:10][C:11]1[C:12]([O:9][C:3]2[CH:4]=[CH:5][C:6]([Cl:8])=[CH:7][C:2]=2[Cl:1])=[CH:13][C:14]2[O:19][CH:18]([C:20]([F:22])([F:21])[F:23])[C:17]([C:24]([OH:26])=[O:25])=[CH:16][C:15]=2[CH:29]=1, predict the reactants needed to synthesize it. The reactants are: [Cl:1][C:2]1[CH:7]=[C:6]([Cl:8])[CH:5]=[CH:4][C:3]=1[OH:9].[Cl:10][C:11]1[C:12](F)=[CH:13][C:14]2[O:19][CH:18]([C:20]([F:23])([F:22])[F:21])[C:17]([C:24]([O:26]CC)=[O:25])=[CH:16][C:15]=2[CH:29]=1. (7) Given the product [Br:1][C:2]1[CH:3]=[C:4]([NH2:9])[C:5]([N:14]2[CH2:19][CH2:18][O:17][CH2:16][CH2:15]2)=[N:6][CH:7]=1, predict the reactants needed to synthesize it. The reactants are: [Br:1][C:2]1[CH:3]=[C:4]([NH2:9])[C:5](F)=[N:6][CH:7]=1.CS(C)=O.[NH:14]1[CH2:19][CH2:18][O:17][CH2:16][CH2:15]1. (8) The reactants are: [F:1][C:2]([F:18])([F:17])[C:3]([NH:5][C:6]1[C:15]2[C:10](=[CH:11][CH:12]=[C:13]([OH:16])[CH:14]=2)[CH:9]=[CH:8][CH:7]=1)=[O:4].CI.[C:21]([O-])([O-])=O.[K+].[K+]. Given the product [F:1][C:2]([F:17])([F:18])[C:3]([N:5]([C:6]1[C:15]2[C:10](=[CH:11][CH:12]=[C:13]([OH:16])[CH:14]=2)[CH:9]=[CH:8][CH:7]=1)[CH3:21])=[O:4], predict the reactants needed to synthesize it.